Dataset: hERG potassium channel inhibition data for cardiac toxicity prediction from Karim et al.. Task: Regression/Classification. Given a drug SMILES string, predict its toxicity properties. Task type varies by dataset: regression for continuous values (e.g., LD50, hERG inhibition percentage) or binary classification for toxic/non-toxic outcomes (e.g., AMES mutagenicity, cardiotoxicity, hepatotoxicity). Dataset: herg_karim. (1) The molecule is CCN1CCNC(CN2CCN(C(=O)Nc3ccc(Cl)c(Cl)c3)CC2)C1. The result is 1 (blocker). (2) The drug is C1=C/COCc2cc(ccc2OCCN2CCCC2)Nc2nccc(n2)-c2ccc(o2)COC/1. The result is 0 (non-blocker). (3) The drug is C[C@@H]1COCCN1c1cc(C2(S(C)(=O)=O)CC2)nc(-c2cccc3[nH]ccc23)n1. The result is 0 (non-blocker). (4) The compound is O=C(CNC(=O)c1cccc(C(F)(F)F)c1)NC1CN(C2CCC(c3ccccc3)CC2)C1. The result is 1 (blocker). (5) The compound is CCOC[C@@H](CC(C)C)NC(=O)[C@@H]1CNC[C@H](C(=O)N(c2cc(OCC)c(CC)cn2)C2CC2)[C@@H]1O. The result is 0 (non-blocker). (6) The drug is O=C(CCC[NH+]1CC=C([N+]2=c3ccccc3=NC2=O)CC1)c1ccc(F)cc1. The result is 1 (blocker). (7) The compound is NC(=O)c1cnc(N[C@H](C2CC2)C(F)(F)F)c2c1[nH]c1cc(-c3cnc(N)nc3)ccc12. The result is 0 (non-blocker).